This data is from Full USPTO retrosynthesis dataset with 1.9M reactions from patents (1976-2016). The task is: Predict the reactants needed to synthesize the given product. (1) The reactants are: [CH:1]1([N:4]([CH:26]2[CH2:28][CH2:27]2)[C:5]([C:7]2[N:23]([CH2:24][CH3:25])[C:10]3=[N:11][C:12]([NH:19][C:20]([NH2:22])=[S:21])=[C:13]4[N:17]=[CH:16][N:15]([CH3:18])[C:14]4=[C:9]3[CH:8]=2)=[O:6])[CH2:3][CH2:2]1.Cl[CH2:30][C:31](=O)[C:32]([CH3:35])([CH3:34])[CH3:33]. Given the product [C:32]([C:31]1[N:22]=[C:20]([NH:19][C:12]2[N:11]=[C:10]3[N:23]([CH2:24][CH3:25])[C:7]([C:5]([N:4]([CH:1]4[CH2:2][CH2:3]4)[CH:26]4[CH2:27][CH2:28]4)=[O:6])=[CH:8][C:9]3=[C:14]3[N:15]([CH3:18])[CH:16]=[N:17][C:13]=23)[S:21][CH:30]=1)([CH3:35])([CH3:34])[CH3:33], predict the reactants needed to synthesize it. (2) Given the product [C:7]1([CH3:8])[CH:6]=[CH:5][C:4]([S:1]([N:11]2[C:15]3=[N:16][CH:17]=[CH:18][CH:19]=[C:14]3[C:13]([C:20]3[CH:21]=[C:22]([NH2:25])[S:23][CH:24]=3)=[CH:12]2)(=[O:3])=[O:2])=[CH:10][CH:9]=1, predict the reactants needed to synthesize it. The reactants are: [S:1]([N:11]1[C:15]2=[N:16][CH:17]=[CH:18][CH:19]=[C:14]2[C:13]([C:20]2[CH:21]=[C:22]([NH:25]C(=O)OC(C)(C)C)[S:23][CH:24]=2)=[CH:12]1)([C:4]1[CH:10]=[CH:9][C:7]([CH3:8])=[CH:6][CH:5]=1)(=[O:3])=[O:2].C(O)(C(F)(F)F)=O. (3) Given the product [CH3:18][O:19][C:9]([C@:8]1([C:4]2[CH:5]=[CH:6][CH:7]=[C:2]([F:1])[C:3]=2[CH3:16])[CH2:13][CH2:12][C@H:11]([OH:10])[CH2:14]1)=[O:15], predict the reactants needed to synthesize it. The reactants are: [F:1][C:2]1[C:3]([CH3:16])=[C:4]([C@@:8]23[CH2:14][C@@H:11]([CH2:12][CH2:13]2)[O:10][C:9]3=[O:15])[CH:5]=[CH:6][CH:7]=1.Cl.[CH3:18][OH:19].